From a dataset of Forward reaction prediction with 1.9M reactions from USPTO patents (1976-2016). Predict the product of the given reaction. The product is: [Cl:9][C:6]1[CH:7]=[CH:8][C:3]([CH2:2][NH2:18])=[C:4]([F:17])[C:5]=1[O:10][C:11]1[CH:16]=[CH:15][CH:14]=[CH:13][CH:12]=1. Given the reactants Br[CH2:2][C:3]1[CH:8]=[CH:7][C:6]([Cl:9])=[C:5]([O:10][C:11]2[CH:16]=[CH:15][CH:14]=[CH:13][CH:12]=2)[C:4]=1[F:17].[NH3:18].CO, predict the reaction product.